From a dataset of Peptide-MHC class II binding affinity with 134,281 pairs from IEDB. Regression. Given a peptide amino acid sequence and an MHC pseudo amino acid sequence, predict their binding affinity value. This is MHC class II binding data. (1) The MHC is DRB1_1101 with pseudo-sequence DRB1_1101. The binding affinity (normalized) is 0.524. The peptide sequence is LFRVYSNFLRGKLKL. (2) The binding affinity (normalized) is 0.265. The peptide sequence is PWQSGSGGVWREMHH. The MHC is DRB4_0103 with pseudo-sequence DRB4_0103. (3) The peptide sequence is KTHESHLVRSWVTAG. The MHC is HLA-DQA10303-DQB10402 with pseudo-sequence HLA-DQA10303-DQB10402. The binding affinity (normalized) is 0.448. (4) The peptide sequence is AVFEAALTKAITAMT. The MHC is HLA-DQA10501-DQB10201 with pseudo-sequence HLA-DQA10501-DQB10201. The binding affinity (normalized) is 0.0646. (5) The peptide sequence is DIVEVDRDTARRHLA. The MHC is DRB1_0701 with pseudo-sequence DRB1_0701. The binding affinity (normalized) is 0.360. (6) The peptide sequence is GPPVEASAAALAGDA. The MHC is DRB1_0401 with pseudo-sequence DRB1_0401. The binding affinity (normalized) is 0.199.